Dataset: Full USPTO retrosynthesis dataset with 1.9M reactions from patents (1976-2016). Task: Predict the reactants needed to synthesize the given product. (1) The reactants are: [F:1][C:2]1[CH:7]=[CH:6][C:5]([F:8])=[CH:4][C:3]=1[C:9](=O)[CH:10]=[C:11]([C:22]1[CH:27]=[CH:26][CH:25]=[CH:24][CH:23]=1)[CH2:12][CH2:13][CH2:14][O:15]C1CCCCO1.O.[NH2:30][NH2:31].[C:32](Cl)(=[O:34])[CH3:33].O.C1(C)C=CC(S(O)(=O)=O)=CC=1. Given the product [C:32]([N:30]1[C:11]([CH2:12][CH2:13][CH2:14][OH:15])([C:22]2[CH:23]=[CH:24][CH:25]=[CH:26][CH:27]=2)[CH2:10][C:9]([C:3]2[CH:4]=[C:5]([F:8])[CH:6]=[CH:7][C:2]=2[F:1])=[N:31]1)(=[O:34])[CH3:33], predict the reactants needed to synthesize it. (2) The reactants are: [O:1]=[C:2]1[C:7]([C:8]2[NH:27][C:11]3=[CH:12][C:13]4[C:14](=[O:26])[N:15]([C:20]5[CH:21]=[N:22][CH:23]=[CH:24][CH:25]=5)[C:16](=[O:19])[C:17]=4[CH:18]=[C:10]3[N:9]=2)=[C:6]([NH:28][C@@H:29]([CH3:41])[CH2:30][C:31]2[C:36]([F:37])=[C:35]([F:38])[CH:34]=[C:33]([F:39])[C:32]=2[F:40])[CH:5]=[CH:4][NH:3]1. Given the product [OH:26][CH:14]1[C:13]2[CH:12]=[C:11]3[NH:27][C:8]([C:7]4[C:2](=[O:1])[NH:3][CH:4]=[CH:5][C:6]=4[NH:28][C@@H:29]([CH3:41])[CH2:30][C:31]4[C:32]([F:40])=[C:33]([F:39])[CH:34]=[C:35]([F:38])[C:36]=4[F:37])=[N:9][C:10]3=[CH:18][C:17]=2[C:16](=[O:19])[N:15]1[C:20]1[CH:21]=[N:22][CH:23]=[CH:24][CH:25]=1, predict the reactants needed to synthesize it. (3) Given the product [Cl:1][C:2]1[CH:7]=[CH:6][C:5]([C:8]2[N:12]([CH:13]([CH:17]3[CH2:22][CH2:21][CH2:20][CH2:19][CH2:18]3)[C:14]([NH:29][C:30]3[CH:37]=[CH:36][C:33]([C:34]#[N:35])=[CH:32][C:31]=3[C:38]([F:39])([F:40])[F:41])=[O:15])[C:11]3[CH:23]=[C:24]([F:28])[C:25]([F:27])=[CH:26][C:10]=3[N:9]=2)=[CH:4][CH:3]=1, predict the reactants needed to synthesize it. The reactants are: [Cl:1][C:2]1[CH:7]=[CH:6][C:5]([C:8]2[N:12]([CH:13]([CH:17]3[CH2:22][CH2:21][CH2:20][CH2:19][CH2:18]3)[C:14](O)=[O:15])[C:11]3[CH:23]=[C:24]([F:28])[C:25]([F:27])=[CH:26][C:10]=3[N:9]=2)=[CH:4][CH:3]=1.[NH2:29][C:30]1[CH:37]=[CH:36][C:33]([C:34]#[N:35])=[CH:32][C:31]=1[C:38]([F:41])([F:40])[F:39].